From a dataset of NCI-60 drug combinations with 297,098 pairs across 59 cell lines. Regression. Given two drug SMILES strings and cell line genomic features, predict the synergy score measuring deviation from expected non-interaction effect. (1) Drug 1: CC12CCC(CC1=CCC3C2CCC4(C3CC=C4C5=CN=CC=C5)C)O. Drug 2: CC1=CC=C(C=C1)C2=CC(=NN2C3=CC=C(C=C3)S(=O)(=O)N)C(F)(F)F. Cell line: T-47D. Synergy scores: CSS=12.6, Synergy_ZIP=-2.38, Synergy_Bliss=4.13, Synergy_Loewe=4.36, Synergy_HSA=4.84. (2) Drug 1: COC1=C(C=C2C(=C1)N=CN=C2NC3=CC(=C(C=C3)F)Cl)OCCCN4CCOCC4. Drug 2: CC1C(C(CC(O1)OC2CC(OC(C2O)C)OC3=CC4=CC5=C(C(=O)C(C(C5)C(C(=O)C(C(C)O)O)OC)OC6CC(C(C(O6)C)O)OC7CC(C(C(O7)C)O)OC8CC(C(C(O8)C)O)(C)O)C(=C4C(=C3C)O)O)O)O. Cell line: SN12C. Synergy scores: CSS=40.4, Synergy_ZIP=1.69, Synergy_Bliss=10.8, Synergy_Loewe=11.5, Synergy_HSA=11.7. (3) Drug 1: C1CCC(C(C1)[NH-])[NH-].C(=O)(C(=O)[O-])[O-].[Pt+4]. Drug 2: CNC(=O)C1=NC=CC(=C1)OC2=CC=C(C=C2)NC(=O)NC3=CC(=C(C=C3)Cl)C(F)(F)F. Cell line: OVCAR3. Synergy scores: CSS=40.9, Synergy_ZIP=-2.11, Synergy_Bliss=-5.53, Synergy_Loewe=-26.2, Synergy_HSA=-11.4. (4) Drug 1: C1CC(=O)NC(=O)C1N2CC3=C(C2=O)C=CC=C3N. Drug 2: C(CC(=O)O)C(=O)CN.Cl. Cell line: U251. Synergy scores: CSS=5.93, Synergy_ZIP=-4.40, Synergy_Bliss=-2.29, Synergy_Loewe=-0.990, Synergy_HSA=-0.923. (5) Drug 1: C1=CC(=C2C(=C1NCCNCCO)C(=O)C3=C(C=CC(=C3C2=O)O)O)NCCNCCO. Drug 2: CC1CCC2CC(C(=CC=CC=CC(CC(C(=O)C(C(C(=CC(C(=O)CC(OC(=O)C3CCCCN3C(=O)C(=O)C1(O2)O)C(C)CC4CCC(C(C4)OC)O)C)C)O)OC)C)C)C)OC. Cell line: UACC-257. Synergy scores: CSS=6.78, Synergy_ZIP=-1.98, Synergy_Bliss=2.51, Synergy_Loewe=0.747, Synergy_HSA=1.35.